Dataset: Full USPTO retrosynthesis dataset with 1.9M reactions from patents (1976-2016). Task: Predict the reactants needed to synthesize the given product. (1) Given the product [Cl:23][C:24]1[CH:25]=[C:26]([NH:27][C:2]2[CH:17]=[C:16]([CH:18]3[CH2:22][CH2:21][CH2:20][CH2:19]3)[C:5]([C:6]([NH:8][CH2:9][CH:10]3[CH2:15][CH2:14][O:13][CH2:12][CH2:11]3)=[O:7])=[CH:4][N:3]=2)[CH:28]=[CH:29][CH:30]=1, predict the reactants needed to synthesize it. The reactants are: Cl[C:2]1[CH:17]=[C:16]([CH:18]2[CH2:22][CH2:21][CH2:20][CH2:19]2)[C:5]([C:6]([NH:8][CH2:9][CH:10]2[CH2:15][CH2:14][O:13][CH2:12][CH2:11]2)=[O:7])=[CH:4][N:3]=1.[Cl:23][C:24]1[CH:25]=[C:26]([CH:28]=[CH:29][CH:30]=1)[NH2:27].CS(O)(=O)=O. (2) Given the product [CH2:1]([NH:3][C:4]([NH:6][C:7]1[S:8][C:9]2[C:15](/[C:16](/[CH3:20])=[N:17]/[O:18][CH3:19])=[CH:14][C:13]([O:21][S:22]([C:25]([F:26])([F:27])[F:28])(=[O:23])=[O:24])=[CH:12][C:10]=2[N:11]=1)=[O:5])[CH3:2], predict the reactants needed to synthesize it. The reactants are: [CH2:1]([NH:3][C:4]([NH:6][C:7]1[S:8][C:9]2[C:15](/[C:16](/[CH3:20])=[N:17]/[O:18][CH3:19])=[CH:14][C:13]([O:21][S:22]([C:25]([F:28])([F:27])[F:26])(=[O:24])=[O:23])=[CH:12][C:10]=2[N:11]=1)=[O:5])[CH3:2].C(C1(C(OCC)=O)CCN(C2N=CC(C3C=C(/C(/C)=N/OC)C4SC(NC(=O)NCC)=NC=4C=3)=CN=2)CC1)C.B1(B2OCC(C)(C)CO2)OCC(C)(C)CO1.C([O-])(=O)C.[K+].B([O-])[O-].C(OC(C1(CC)CCN(C2N=CC(Br)=CN=2)CC1)=O)C.C(=O)([O-])[O-].[Cs+].[Cs+].